From a dataset of CYP3A4 inhibition data for predicting drug metabolism from PubChem BioAssay. Regression/Classification. Given a drug SMILES string, predict its absorption, distribution, metabolism, or excretion properties. Task type varies by dataset: regression for continuous measurements (e.g., permeability, clearance, half-life) or binary classification for categorical outcomes (e.g., BBB penetration, CYP inhibition). Dataset: cyp3a4_veith. (1) The molecule is COC(=O)[C@@]1(Cc2ccc(F)cc2)[C@H]2c3cc(C(=O)N(C)C)n(Cc4ccc(S(C)(=O)=O)cc4)c3C[C@H]2CN1C(=O)c1ccccc1. The result is 1 (inhibitor). (2) The molecule is CS(=O)(=O)N1CCCC(C(=O)N2CCC3(CC2)OCCO3)C1. The result is 0 (non-inhibitor). (3) The compound is O=C(O)CCc1nc2ccccc2[nH]1. The result is 0 (non-inhibitor). (4) The drug is Cc1cc(NC(=O)c2ccco2)ccc1-n1cnnn1. The result is 1 (inhibitor). (5) The drug is Cc1oc(-c2ccccc2)cc1C(=O)Nc1ccc(N(C)C)cc1. The result is 1 (inhibitor).